The task is: Predict the reaction yield, written as a fraction of the theoretical maximum amount of product (1.0 means a 100% yield; for example, 0.34 means a 34% yield).. This data is from Reaction yield outcomes from USPTO patents with 853,638 reactions. (1) The reactants are [Cl:1][C:2]1[CH:7]=[CH:6][N:5]=[C:4]2[N:8]([S:19]([C:22]3[CH:27]=[CH:26][CH:25]=[CH:24][CH:23]=3)(=[O:21])=[O:20])[CH:9]=[C:10]([C:11]3[CH:12]=[C:13]([CH2:17][NH2:18])[CH:14]=[CH:15][CH:16]=3)[C:3]=12.[F:28][C:29]1[CH:30]=[C:31]([CH:43]=[CH:44][C:45]=1[F:46])[CH2:32][N:33]1[CH:38]=[CH:37][CH:36]=[C:35]([C:39](Cl)=[O:40])[C:34]1=[O:42]. The catalyst is C(Cl)Cl. The product is [Cl:1][C:2]1[CH:7]=[CH:6][N:5]=[C:4]2[N:8]([S:19]([C:22]3[CH:27]=[CH:26][CH:25]=[CH:24][CH:23]=3)(=[O:21])=[O:20])[CH:9]=[C:10]([C:11]3[CH:12]=[C:13]([CH:14]=[CH:15][CH:16]=3)[CH2:17][NH:18][C:39]([C:35]3[C:34](=[O:42])[N:33]([CH2:32][C:31]4[CH:43]=[CH:44][C:45]([F:46])=[C:29]([F:28])[CH:30]=4)[CH:38]=[CH:37][CH:36]=3)=[O:40])[C:3]=12. The yield is 0.500. (2) The reactants are C[Al](C)C.[C:5]1([C:11]2[N:12]=[C:13]3[N:18]=[C:17]([NH2:19])[CH:16]=[CH:15][N:14]3[CH:20]=2)[CH:10]=[CH:9][CH:8]=[CH:7][CH:6]=1.C([O:23][C:24]([C:26]1[C:27]([NH:32][C:33]2[CH:34]=[N:35][CH:36]=[N:37][CH:38]=2)=[N:28][N:29]([CH3:31])[CH:30]=1)=O)C.[O-]S([O-])(=O)=O.[Mg+2]. The yield is 0.280. The catalyst is O1CCOCC1.ClCCl.CO.O. The product is [C:5]1([C:11]2[N:12]=[C:13]3[N:18]=[C:17]([NH:19][C:24]([C:26]4[C:27]([NH:32][C:33]5[CH:38]=[N:37][CH:36]=[N:35][CH:34]=5)=[N:28][N:29]([CH3:31])[CH:30]=4)=[O:23])[CH:16]=[CH:15][N:14]3[CH:20]=2)[CH:6]=[CH:7][CH:8]=[CH:9][CH:10]=1.